This data is from Reaction yield outcomes from USPTO patents with 853,638 reactions. The task is: Predict the reaction yield, written as a fraction of the theoretical maximum amount of product (1.0 means a 100% yield; for example, 0.34 means a 34% yield). (1) The reactants are [Br:1][C:2]1[CH:7]=[CH:6][C:5]([C:8]2[N:9]=[C:10]([C:21]3[CH:26]=[CH:25][CH:24]=[CH:23][N:22]=3)N=N[C:13]=2[C:14]2[CH:19]=[CH:18][C:17]([Br:20])=[CH:16][CH:15]=2)=[CH:4][CH:3]=1.[CH:27]12CC(C=C1)C=[CH:28]2.C1(C)C(C)=CC=CC=1.O. The catalyst is C1(C)C=CC=CC=1. The product is [Br:20][C:17]1[CH:18]=[CH:19][C:14]([C:13]2[CH:27]=[CH:28][C:10]([C:21]3[CH:26]=[CH:25][CH:24]=[CH:23][N:22]=3)=[N:9][C:8]=2[C:5]2[CH:6]=[CH:7][C:2]([Br:1])=[CH:3][CH:4]=2)=[CH:15][CH:16]=1. The yield is 0.590. (2) The reactants are [CH3:1][C:2]1[S:6][C:5]2[CH:7]=[C:8]([O:11][C:12]3[CH:17]=[CH:16][N:15]=[C:14]4[CH:18]=[C:19]([CH3:21])[S:20][C:13]=34)[CH:9]=[CH:10][C:4]=2[C:3]=1[C:22](Cl)=[O:23].[N:25]1([CH2:31][CH2:32][CH2:33][NH2:34])[CH2:30][CH2:29][O:28][CH2:27][CH2:26]1. No catalyst specified. The product is [N:25]1([CH2:31][CH2:32][CH2:33][NH:34][C:22]([C:3]2[C:4]3[CH:10]=[CH:9][C:8]([O:11][C:12]4[CH:17]=[CH:16][N:15]=[C:14]5[CH:18]=[C:19]([CH3:21])[S:20][C:13]=45)=[CH:7][C:5]=3[S:6][C:2]=2[CH3:1])=[O:23])[CH2:30][CH2:29][O:28][CH2:27][CH2:26]1. The yield is 0.440. (3) The reactants are [CH3:1][O:2][C:3]1[C:4](=[O:9])[NH:5][CH:6]=[CH:7][CH:8]=1.C(=O)([O-])[O-].[K+].[K+].Br[CH2:17][CH2:18][CH2:19][CH2:20][Cl:21]. The catalyst is CN(C)C=O. The product is [Cl:21][CH2:20][CH2:19][CH2:18][CH2:17][N:5]1[CH:6]=[CH:7][CH:8]=[C:3]([O:2][CH3:1])[C:4]1=[O:9]. The yield is 0.420.